The task is: Predict the reaction yield, written as a fraction of the theoretical maximum amount of product (1.0 means a 100% yield; for example, 0.34 means a 34% yield).. This data is from Reaction yield outcomes from USPTO patents with 853,638 reactions. (1) The reactants are [N:1]1[CH:6]=[CH:5][C:4]([O:7][CH:8]([C:10]2[CH:18]=[CH:17][C:13]([C:14]([OH:16])=O)=[CH:12][CH:11]=2)[CH3:9])=[N:3][CH:2]=1.N1(O)C2C=CC=CC=2N=N1.Cl.CN(C)CCCN=C=NCC.C(N(CC)CC)C.[NH2:48][CH2:49][C:50]1[C:51]([OH:58])=[N:52][C:53]([CH3:57])=[CH:54][C:55]=1[CH3:56]. The catalyst is ClCCl.O. The product is [OH:58][C:51]1[C:50]([CH2:49][NH:48][C:14](=[O:16])[C:13]2[CH:12]=[CH:11][C:10]([CH:8]([O:7][C:4]3[CH:5]=[CH:6][N:1]=[CH:2][N:3]=3)[CH3:9])=[CH:18][CH:17]=2)=[C:55]([CH3:56])[CH:54]=[C:53]([CH3:57])[N:52]=1. The yield is 0.400. (2) The reactants are [Cl:1][C:2]1[N:7]2[N:8]=[C:9]([C:16]3[CH:21]=[CH:20][C:19]([F:22])=[CH:18][CH:17]=3)[C:10]([CH:11]([OH:15])[C:12]#[C:13][CH3:14])=[C:6]2[CH:5]=[CH:4][CH:3]=1. The catalyst is C(Cl)(Cl)Cl.[O-2].[O-2].[Mn+4]. The product is [Cl:1][C:2]1[N:7]2[N:8]=[C:9]([C:16]3[CH:17]=[CH:18][C:19]([F:22])=[CH:20][CH:21]=3)[C:10]([C:11](=[O:15])[C:12]#[C:13][CH3:14])=[C:6]2[CH:5]=[CH:4][CH:3]=1. The yield is 0.910.